Dataset: TCR-epitope binding with 47,182 pairs between 192 epitopes and 23,139 TCRs. Task: Binary Classification. Given a T-cell receptor sequence (or CDR3 region) and an epitope sequence, predict whether binding occurs between them. (1) The epitope is FLASKIGRLV. The TCR CDR3 sequence is CASRRGTVYNEQFF. Result: 1 (the TCR binds to the epitope). (2) The epitope is FLPRVFSAV. The TCR CDR3 sequence is CASGLQGASGNTIYF. Result: 1 (the TCR binds to the epitope). (3) Result: 0 (the TCR does not bind to the epitope). The epitope is RILGAGCFV. The TCR CDR3 sequence is CSARDLAGENTGELFF.